Dataset: Full USPTO retrosynthesis dataset with 1.9M reactions from patents (1976-2016). Task: Predict the reactants needed to synthesize the given product. (1) Given the product [CH2:15]([C:17]1[N:21]([CH2:22][C:23]2[CH:28]=[CH:27][C:26]([F:29])=[CH:25][CH:24]=2)[C:20]([CH2:30][NH:1][CH2:2][C:3]2[CH:8]=[C:7]([C:9]([O:11][CH3:12])=[O:10])[CH:6]=[C:5]([CH2:13][OH:14])[N:4]=2)=[N:19][CH:18]=1)[CH3:16], predict the reactants needed to synthesize it. The reactants are: [NH2:1][CH2:2][C:3]1[CH:8]=[C:7]([C:9]([O:11][CH3:12])=[O:10])[CH:6]=[C:5]([CH2:13][OH:14])[N:4]=1.[CH2:15]([C:17]1[N:21]([CH2:22][C:23]2[CH:28]=[CH:27][C:26]([F:29])=[CH:25][CH:24]=2)[C:20]([CH:30]=O)=[N:19][CH:18]=1)[CH3:16]. (2) Given the product [CH2:25]([O:21][C:3]1[CH:2]=[C:1]([O:21][CH2:25][CH:24]=[CH2:23])[C:6]([CH:8]([C:9]#[CH:10])[CH3:7])=[CH:5][C:4]=1[C:12]([OH:14])=[O:13])[CH:24]=[CH2:23], predict the reactants needed to synthesize it. The reactants are: [CH3:1][CH2:2][CH2:3][CH2:4][CH2:5][CH3:6].[CH2:7]([Li])[CH2:8][CH2:9][CH3:10].[C:12](=[O:14])=[O:13].S([O-])(O)(=O)=O.[K+].[O:21]1[CH2:25][CH2:24][CH2:23]C1. (3) Given the product [CH3:32][N:6]([C:7]1[CH:8]=[CH:9][C:10]([C:13]2[CH:14]=[CH:15][C:16]([NH:19][C:20]([C:22]3[CH:27]=[C:26]([N+:28]([O-:30])=[O:29])[CH:25]=[CH:24][C:23]=3[Cl:31])=[O:21])=[CH:17][CH:18]=2)=[CH:11][CH:12]=1)[CH2:3][CH2:4][CH3:5], predict the reactants needed to synthesize it. The reactants are: [H-].[Na+].[CH2:3]([NH:6][C:7]1[CH:12]=[CH:11][C:10]([C:13]2[CH:18]=[CH:17][C:16]([NH:19][C:20]([C:22]3[CH:27]=[C:26]([N+:28]([O-:30])=[O:29])[CH:25]=[CH:24][C:23]=3[Cl:31])=[O:21])=[CH:15][CH:14]=2)=[CH:9][CH:8]=1)[CH2:4][CH3:5].[CH3:32]I.O. (4) The reactants are: C1CCN2C(=NCCC2)CC1.[Cl:12][C:13]1[CH:14]=[C:15]([C:23]2[S:27][C:26]([N:28]3[C:36]([CH3:37])=[C:31]4[CH2:32][NH:33][CH2:34][CH2:35][C:30]4=[N:29]3)=[N:25][N:24]=2)[CH:16]=[CH:17][C:18]=1[O:19][CH:20]([CH3:22])[CH3:21].[C:38]([O:42][C:43]([CH3:46])([CH3:45])[CH3:44])(=[O:41])[CH:39]=[CH2:40]. Given the product [Cl:12][C:13]1[CH:14]=[C:15]([C:23]2[S:27][C:26]([N:28]3[C:36]([CH3:37])=[C:31]4[CH2:32][N:33]([CH2:40][CH2:39][C:38]([O:42][C:43]([CH3:46])([CH3:45])[CH3:44])=[O:41])[CH2:34][CH2:35][C:30]4=[N:29]3)=[N:25][N:24]=2)[CH:16]=[CH:17][C:18]=1[O:19][CH:20]([CH3:22])[CH3:21], predict the reactants needed to synthesize it.